Task: Predict the reaction yield, written as a fraction of the theoretical maximum amount of product (1.0 means a 100% yield; for example, 0.34 means a 34% yield).. Dataset: Reaction yield outcomes from USPTO patents with 853,638 reactions (1) The reactants are [CH3:1][C:2]1[CH:6]=[CH:5][S:4][C:3]=1[C:7]([OH:9])=O.S(Cl)(Cl)=O.C1COCC1.[C:19]([C:21]1[CH:22]=[C:23]([NH2:27])[CH:24]=[CH:25][CH:26]=1)#[CH:20]. The catalyst is CCN(CC)CC. The product is [C:19]([C:21]1[CH:22]=[C:23]([NH:27][C:7]([C:3]2[S:4][CH:5]=[CH:6][C:2]=2[CH3:1])=[O:9])[CH:24]=[CH:25][CH:26]=1)#[CH:20]. The yield is 0.780. (2) The reactants are C(O)(=O)C.CN.C([O:9][C:10](=O)[CH2:11][N:12]1[CH:16]=[C:15]([C:17]2[CH:22]=[CH:21][CH:20]=[CH:19][CH:18]=2)[CH:14]=[C:13]1[CH:23]=O)C.[C:26]([BH3-])#[N:27].[Na+]. The catalyst is O1CCCC1. The product is [CH3:26][N:27]1[C:10](=[O:9])[CH2:11][N:12]2[CH:16]=[C:15]([C:17]3[CH:22]=[CH:21][CH:20]=[CH:19][CH:18]=3)[CH:14]=[C:13]2[CH2:23]1. The yield is 0.300.